From a dataset of Reaction yield outcomes from USPTO patents with 853,638 reactions. Predict the reaction yield, written as a fraction of the theoretical maximum amount of product (1.0 means a 100% yield; for example, 0.34 means a 34% yield). (1) The reactants are [CH2:1]([C:3]1[C:11]([CH3:12])=[C:10]2[C:6]([C:7](=[O:13])[O:8][CH2:9]2)=[C:5]([O:14][CH2:15][CH2:16][Si:17]([CH3:20])([CH3:19])[CH3:18])[C:4]=1CC=O)[CH3:2].C1(P(C2C=CC=CC=2)(C2C=CC=CC=2)=C(CC)C=[O:33])C=CC=CC=1.[C:48]1([CH3:54])[CH:53]=[CH:52]C=[CH:50][CH:49]=1. No catalyst specified. The product is [CH2:49]([C:48](=[CH:53][CH2:52][C:4]1[C:5]([O:14][CH2:15][CH2:16][Si:17]([CH3:18])([CH3:20])[CH3:19])=[C:6]2[C:10](=[C:11]([CH3:12])[C:3]=1[CH2:1][CH3:2])[CH2:9][O:8][C:7]2=[O:13])[CH:54]=[O:33])[CH3:50]. The yield is 0.480. (2) The reactants are [CH2:1]([O:3][C:4]1[C:5]([CH3:16])=[N:6][CH:7]=[CH:8][C:9]=1[O:10][CH2:11][CH2:12][O:13][CH2:14][CH3:15])[CH3:2].C1C=C(Cl)C=C(C(OO)=[O:25])C=1. The catalyst is C(Cl)Cl.[O-2].[Mn+2]. The product is [CH2:1]([O:3][C:4]1[C:5]([CH:16]=[O:25])=[N:6][CH:7]=[CH:8][C:9]=1[O:10][CH2:11][CH2:12][O:13][CH2:14][CH3:15])[CH3:2]. The yield is 0.220. (3) The reactants are [CH:1]1([C:4]([C:6]2[S:7][C:8]([C:11]3[CH:16]=[CH:15][CH:14]=[C:13]([NH:17][C:18]4[N:23]=[C:22]([C:24]([F:27])([F:26])[F:25])[CH:21]=[CH:20][N:19]=4)[CH:12]=3)=[CH:9][N:10]=2)=[O:5])[CH2:3][CH2:2]1.[F:28][C:29]([Si](C)(C)C)([F:31])[F:30].[F-].C[N+](C)(C)C.CC([O-])(C)C.[K+].CCCC[N+](CCCC)(CCCC)CCCC.[F-].Cl. The catalyst is O1CCCC1.CCCC[N+](CCCC)(CCCC)CCCC.[F-].CCOCC. The product is [CH:1]1([C:4]([C:6]2[S:7][C:8]([C:11]3[CH:16]=[CH:15][CH:14]=[C:13]([NH:17][C:18]4[N:23]=[C:22]([C:24]([F:25])([F:26])[F:27])[CH:21]=[CH:20][N:19]=4)[CH:12]=3)=[CH:9][N:10]=2)([OH:5])[C:29]([F:31])([F:30])[F:28])[CH2:3][CH2:2]1. The yield is 0.672. (4) The reactants are Cl[C:2]1[CH:3]=[CH:4][C:5]2[O:11][CH2:10][CH:9]3[CH2:12][N:13]([C:16]([O:18][C:19]([CH3:22])([CH3:21])[CH3:20])=[O:17])[CH2:14][CH2:15][N:8]3[C:7](=[O:23])[C:6]=2[N:24]=1.[NH:25]1[CH2:30][CH2:29][O:28][CH2:27][CH2:26]1. No catalyst specified. The product is [O:28]1[CH2:29][CH2:30][N:25]([C:2]2[CH:3]=[CH:4][C:5]3[O:11][CH2:10][CH:9]4[CH2:12][N:13]([C:16]([O:18][C:19]([CH3:22])([CH3:21])[CH3:20])=[O:17])[CH2:14][CH2:15][N:8]4[C:7](=[O:23])[C:6]=3[N:24]=2)[CH2:26][CH2:27]1. The yield is 0.614. (5) The reactants are [Na].[CH3:2][C@H:3]([CH2:19][CH2:20][CH3:21])[CH2:4][C:5]([N:7]1[C@H:11]([C:12]2[CH:17]=[CH:16][CH:15]=[CH:14][CH:13]=2)[CH2:10][O:9][C:8]1=[O:18])=[O:6].[CH3:22]I. The catalyst is C1COCC1. The product is [CH3:22][C@H:4]([C@H:3]([CH3:2])[CH2:19][CH2:20][CH3:21])[C:5]([N:7]1[C@H:11]([C:12]2[CH:17]=[CH:16][CH:15]=[CH:14][CH:13]=2)[CH2:10][O:9][C:8]1=[O:18])=[O:6]. The yield is 0.565. (6) The reactants are [OH:1][C:2]1([C:8]([OH:10])=[O:9])[CH2:7][CH2:6][NH:5][CH2:4][CH2:3]1.[C:11]([CH:15]1[CH2:20][CH2:19][CH:18]([O:21][C:22]2[CH:23]=[C:24]3[C:29](=[CH:30][CH:31]=2)[CH:28]=[C:27]([CH2:32]N2CCC(CC)(C(O)=O)CC2)[CH:26]=[CH:25]3)[CH2:17][CH2:16]1)([CH3:14])([CH3:13])[CH3:12].C(C1CCC(OC2C=C3C(=CC=2)C=C(C=O)C=C3)CC1)(C)(C)C.C(O)(=O)C.C([BH3-])#N.[Na+]. No catalyst specified. The product is [C:11]([CH:15]1[CH2:20][CH2:19][CH:18]([O:21][C:22]2[CH:23]=[C:24]3[C:29](=[CH:30][CH:31]=2)[CH:28]=[C:27]([CH2:32][N:5]2[CH2:6][CH2:7][C:2]([OH:1])([C:8]([OH:10])=[O:9])[CH2:3][CH2:4]2)[CH:26]=[CH:25]3)[CH2:17][CH2:16]1)([CH3:14])([CH3:13])[CH3:12]. The yield is 0.360. (7) The reactants are [NH2:1][C:2]1[N:3]=[C:4]([NH:17][CH:18]2[CH2:23][CH2:22][NH:21][CH2:20][CH2:19]2)[S:5][C:6]=1[C:7]([C:9]1[C:14]([F:15])=[CH:13][CH:12]=[CH:11][C:10]=1[F:16])=[O:8].[CH3:24][N:25]([CH3:30])[S:26](Cl)(=[O:28])=[O:27]. The catalyst is N1C=CC=CC=1. The product is [CH3:24][N:25]([CH3:30])[S:26]([N:21]1[CH2:22][CH2:23][CH:18]([NH:17][C:4]2[S:5][C:6]([C:7](=[O:8])[C:9]3[C:14]([F:15])=[CH:13][CH:12]=[CH:11][C:10]=3[F:16])=[C:2]([NH2:1])[N:3]=2)[CH2:19][CH2:20]1)(=[O:28])=[O:27]. The yield is 0.700.